This data is from Forward reaction prediction with 1.9M reactions from USPTO patents (1976-2016). The task is: Predict the product of the given reaction. (1) Given the reactants [OH:1][C:2]1[CH:3]=[CH:4][CH:5]=[C:6]2[C:11]=1[N:10]=[CH:9][CH:8]=[CH:7]2.[Cl-].[Al+3].[Cl-].[Cl-].[C:16](Cl)(=[O:19])[CH2:17][CH3:18].Cl, predict the reaction product. The product is: [OH:1][C:2]1[CH:3]=[CH:4][C:5]([C:16](=[O:19])[CH2:17][CH3:18])=[C:6]2[C:11]=1[N:10]=[CH:9][CH:8]=[CH:7]2. (2) Given the reactants O=[O+][O-].[F:4][C:5]1[C:6]([C:13]2[CH:22]=[CH:21][C:16]([C:17]([O:19][CH3:20])=[O:18])=[CH:15][C:14]=2[C:23]2([CH:28]=[O:29])[CH2:27][CH2:26][CH2:25][CH2:24]2)=[CH:7][C:8]([O:11][CH3:12])=[N:9][CH:10]=1.CO.[BH4-].[Na+], predict the reaction product. The product is: [F:4][C:5]1[C:6]([C:13]2[CH:22]=[CH:21][C:16]([C:17]([O:19][CH3:20])=[O:18])=[CH:15][C:14]=2[C:23]2([CH2:28][OH:29])[CH2:27][CH2:26][CH2:25][CH2:24]2)=[CH:7][C:8]([O:11][CH3:12])=[N:9][CH:10]=1. (3) Given the reactants [C:1]([O:5][C:6](=[O:28])[NH:7][C@H:8]([CH2:20][C:21]1[CH:26]=[CH:25][CH:24]=[CH:23][C:22]=1[F:27])[CH2:9][C:10]([O:12]N1C(=O)CCC1=O)=O)([CH3:4])([CH3:3])[CH3:2].Cl.[NH2:30][CH:31]1[CH2:40][C:39]2[C:34](=[CH:35][CH:36]=[CH:37][N:38]=2)[N:33]([CH3:41])[C:32]1=[O:42].C(N(CC)CC)C, predict the reaction product. The product is: [C:1]([O:5][C:6](=[O:28])[NH:7][C@H:8]([CH2:20][C:21]1[CH:26]=[CH:25][CH:24]=[CH:23][C:22]=1[F:27])[CH2:9][C:10]([NH:30][CH:31]1[CH2:40][C:39]2[C:34](=[CH:35][CH:36]=[CH:37][N:38]=2)[N:33]([CH3:41])[C:32]1=[O:42])=[O:12])([CH3:2])([CH3:3])[CH3:4].